Dataset: Forward reaction prediction with 1.9M reactions from USPTO patents (1976-2016). Task: Predict the product of the given reaction. (1) Given the reactants [Br:1][CH2:2][CH2:3][CH2:4][CH2:5]Br.[CH3:7][C:8](=[CH:10][CH2:11][CH2:12]/[C:13](=[CH:15]/[CH2:16][OH:17])/[CH3:14])[CH3:9].C([N+](CCCC)(CCCC)CCCC)CCC, predict the reaction product. The product is: [CH2:16]([O:17][CH2:5][CH2:4][CH2:3][CH2:2][Br:1])/[CH:15]=[C:13](/[CH2:12][CH2:11][CH:10]=[C:8]([CH3:9])[CH3:7])\[CH3:14]. (2) Given the reactants [Cl:1][C:2]1[CH:3]=[C:4]2[C:8](=[CH:9][CH:10]=1)[N:7]([C:11]1[N:15]([CH3:16])[N:14]=[C:13]([CH3:17])[C:12]=1/[CH:18]=[CH:19]/[C:20]([O:22][CH2:23][CH3:24])=[O:21])[CH:6]=[CH:5]2.[H][H], predict the reaction product. The product is: [Cl:1][C:2]1[CH:3]=[C:4]2[C:8](=[CH:9][CH:10]=1)[N:7]([C:11]1[N:15]([CH3:16])[N:14]=[C:13]([CH3:17])[C:12]=1[CH2:18][CH2:19][C:20]([O:22][CH2:23][CH3:24])=[O:21])[CH:6]=[CH:5]2. (3) Given the reactants [C:1]1([C:7]2[N:11]=[C:10]([C@H:12]3[CH2:16][CH2:15][C@H:14]([NH:17]C(=O)OC(C)(C)C)[CH2:13]3)[O:9][N:8]=2)[CH:6]=[CH:5][CH:4]=[CH:3][CH:2]=1.FC(F)(F)C(O)=O, predict the reaction product. The product is: [C:1]1([C:7]2[N:11]=[C:10]([C@H:12]3[CH2:16][CH2:15][C@H:14]([NH2:17])[CH2:13]3)[O:9][N:8]=2)[CH:2]=[CH:3][CH:4]=[CH:5][CH:6]=1. (4) Given the reactants [OH:1][CH2:2][CH2:3][NH:4][C:5]1([C:8]([O:10][CH2:11][CH3:12])=[O:9])[CH2:7][CH2:6]1.C1N=CN([C:18](N2C=NC=C2)=[O:19])C=1, predict the reaction product. The product is: [O:19]=[C:18]1[N:4]([C:5]2([C:8]([O:10][CH2:11][CH3:12])=[O:9])[CH2:7][CH2:6]2)[CH2:3][CH2:2][O:1]1. (5) Given the reactants [F:1][C:2]1[CH:3]=[CH:4][C:5]([N:8]2[C:16]3[CH:15]=[CH:14][N:13]=[CH:12][C:11]=3[N:10]=[CH:9]2)=N[CH:7]=1.Br[C:18]1C=CC(F)=CN=1, predict the reaction product. The product is: [F:1][C:2]1[CH:3]=[CH:4][C:5]([N:8]2[C:16]3[CH:15]=[CH:14][N:13]=[CH:12][C:11]=3[N:10]=[CH:9]2)=[CH:18][CH:7]=1. (6) Given the reactants [CH3:1][O:2][C:3](=[O:23])[CH2:4][C:5]1[C:14]([CH3:15])=[C:13]([CH:16]2[CH2:21][CH2:20][NH:19][CH2:18][CH2:17]2)[C:12]2[C:7](=[CH:8][CH:9]=[C:10]([F:22])[CH:11]=2)[CH:6]=1.[Cl:24][C:25]1[CH:33]=[C:32]([Cl:34])[CH:31]=[CH:30][C:26]=1[C:27](Cl)=[O:28].C(N(CC)C(C)C)(C)C, predict the reaction product. The product is: [CH3:1][O:2][C:3](=[O:23])[CH2:4][C:5]1[C:14]([CH3:15])=[C:13]([CH:16]2[CH2:17][CH2:18][N:19]([C:27](=[O:28])[C:26]3[CH:30]=[CH:31][C:32]([Cl:34])=[CH:33][C:25]=3[Cl:24])[CH2:20][CH2:21]2)[C:12]2[C:7](=[CH:8][CH:9]=[C:10]([F:22])[CH:11]=2)[CH:6]=1.